This data is from Forward reaction prediction with 1.9M reactions from USPTO patents (1976-2016). The task is: Predict the product of the given reaction. (1) Given the reactants [CH3:1][C:2]1[C:12]([N+:13]([O-:15])=[O:14])=[CH:11][C:10]([N+:16]([O-:18])=[O:17])=[CH:9][C:3]=1[C:4]([O:6][CH2:7][CH3:8])=[O:5].C[C:20]([N:22]([CH3:24])[CH3:23])=O, predict the reaction product. The product is: [CH3:20][N:22]([CH3:24])/[CH:23]=[CH:1]/[C:2]1[C:12]([N+:13]([O-:15])=[O:14])=[CH:11][C:10]([N+:16]([O-:18])=[O:17])=[CH:9][C:3]=1[C:4]([O:6][CH2:7][CH3:8])=[O:5]. (2) Given the reactants [C:1]([CH:3]=[C:4]([O-:6])[CH3:5])#[N:2].[Na+].[O:8]=[C:9]1[C:21]2[CH:20]=[CH:19][CH:18]=[C:17]([CH:22]=O)[C:16]=2[C:15]2[C:10]1=[CH:11][CH:12]=[CH:13][CH:14]=2.C(O)(=O)C.N1CCCCC1, predict the reaction product. The product is: [O:6]=[C:4]([CH3:5])[C:3](=[CH:22][C:17]1[C:16]2[C:15]3[C:10](=[CH:11][CH:12]=[CH:13][CH:14]=3)[C:9](=[O:8])[C:21]=2[CH:20]=[CH:19][CH:18]=1)[C:1]#[N:2]. (3) The product is: [CH3:1][C:2]1[N:10]=[C:9]([CH2:11][NH:33][CH2:32][C:27]2[CH:28]=[CH:29][CH:30]=[CH:31][N:26]=2)[CH:8]=[CH:7][C:3]=1[C:4]([OH:6])=[O:5]. Given the reactants [CH3:1][C:2]1[N:10]=[C:9]([CH3:11])[CH:8]=[CH:7][C:3]=1[C:4]([OH:6])=[O:5].BrN1C(=O)CCC1=O.C(=O)([O-])[O-].[K+].[K+].[N:26]1[CH:31]=[CH:30][CH:29]=[CH:28][C:27]=1[CH2:32][NH2:33], predict the reaction product. (4) Given the reactants [H-].[Na+].[OH:3][CH2:4][C:5]1[CH:23]=[CH:22][C:8]([O:9][C:10]2[CH:11]=[C:12]([CH:15]=[C:16]([C:18]([F:21])([F:20])[F:19])[CH:17]=2)[C:13]#[N:14])=[C:7]([C:24]([F:27])([F:26])[F:25])[CH:6]=1.Cl[C:29]1[CH:30]=[C:31]2[N:38]([CH3:39])[CH2:37][CH2:36][N:32]2[C:33](=[O:35])[N:34]=1, predict the reaction product. The product is: [CH3:39][N:38]1[C:31]2[N:32]([C:33](=[O:35])[N:34]=[C:29]([O:3][CH2:4][C:5]3[CH:23]=[CH:22][C:8]([O:9][C:10]4[CH:11]=[C:12]([CH:15]=[C:16]([C:18]([F:19])([F:20])[F:21])[CH:17]=4)[C:13]#[N:14])=[C:7]([C:24]([F:25])([F:26])[F:27])[CH:6]=3)[CH:30]=2)[CH2:36][CH2:37]1. (5) Given the reactants C([O:3][C:4](=[O:35])[CH2:5][O:6][C:7]1[C:12]([CH3:13])=[CH:11][C:10]([N:14]([CH2:32][CH3:33])[CH2:15][C:16]2[S:20][C:19]([C:21]3[CH:26]=[CH:25][C:24]([C:27]([F:30])([F:29])[F:28])=[CH:23][CH:22]=3)=[N:18][C:17]=2[CH3:31])=[CH:9][C:8]=1[CH3:34])C.[OH-].[Na+], predict the reaction product. The product is: [CH2:32]([N:14]([CH2:15][C:16]1[S:20][C:19]([C:21]2[CH:22]=[CH:23][C:24]([C:27]([F:28])([F:29])[F:30])=[CH:25][CH:26]=2)=[N:18][C:17]=1[CH3:31])[C:10]1[CH:11]=[C:12]([CH3:13])[C:7]([O:6][CH2:5][C:4]([OH:35])=[O:3])=[C:8]([CH3:34])[CH:9]=1)[CH3:33]. (6) Given the reactants [Br:1][C:2]1[C:3]([O:14][CH3:15])=[C:4]([CH2:10][C:11]([OH:13])=O)[CH:5]=[C:6]([O:8][CH3:9])[CH:7]=1.[C:16]1([CH:23]=[CH:22][CH:21]=[C:19]([OH:20])[CH:18]=1)[OH:17], predict the reaction product. The product is: [Br:1][C:2]1[C:3]([O:14][CH3:15])=[C:4]([CH2:10][C:11]([C:21]2[CH:22]=[CH:23][C:16]([OH:17])=[CH:18][C:19]=2[OH:20])=[O:13])[CH:5]=[C:6]([O:8][CH3:9])[CH:7]=1. (7) Given the reactants [C:1]([C:4]1[CH:10]=[CH:9][C:7]([NH2:8])=[CH:6][CH:5]=1)(=[O:3])[CH3:2].C(N(CC)CC)C.[Cl-].ClC1N(C)CC[NH+]1C.[CH3:27][O:28][C:29]1[C:30](=[O:53])[C:31]([CH3:52])=[C:32]([CH2:38][C:39]2[CH:40]=[CH:41][C:42]([O:48][C:49](=[O:51])[CH3:50])=[C:43]([CH:47]=2)[C:44](O)=[O:45])[C:33](=[O:37])[C:34]=1[O:35][CH3:36], predict the reaction product. The product is: [CH3:27][O:28][C:29]1[C:30](=[O:53])[C:31]([CH3:52])=[C:32]([CH2:38][C:39]2[CH:40]=[CH:41][C:42]([O:48][C:49](=[O:51])[CH3:50])=[C:43]([CH:47]=2)[C:44]([NH:8][C:7]2[CH:9]=[CH:10][C:4]([C:1](=[O:3])[CH3:2])=[CH:5][CH:6]=2)=[O:45])[C:33](=[O:37])[C:34]=1[O:35][CH3:36].